From a dataset of hERG potassium channel inhibition data for cardiac toxicity prediction from Karim et al.. Regression/Classification. Given a drug SMILES string, predict its toxicity properties. Task type varies by dataset: regression for continuous values (e.g., LD50, hERG inhibition percentage) or binary classification for toxic/non-toxic outcomes (e.g., AMES mutagenicity, cardiotoxicity, hepatotoxicity). Dataset: herg_karim. (1) The molecule is O=C(NC1CCN(C2CCc3cc4[nH]c(=O)oc4cc32)CC1)c1cc(=O)c2ccc(F)cc2o1. The result is 0 (non-blocker). (2) The drug is C[N+](C)(C)C. The result is 0 (non-blocker). (3) The result is 1 (blocker). The drug is O=C1N(CCN2Cc3ccccc3C2)CCN1c1cc(F)cc(Cl)c1. (4) The molecule is Cc1ncc(OC[C@@]2(c3ccc(F)cc3)C[C@H]2C(=O)Nc2ccc(F)cn2)c(C)n1. The result is 1 (blocker). (5) The compound is O=C1COc2ccc(CNC3CCN(CCn4c(=O)ccc5ncc(Oc6ccon6)cc54)CC3)nc2N1. The result is 0 (non-blocker). (6) The molecule is Oc1ccc(OCCN2CC[C@](O)(Cc3ccccc3)[C@H](O)C2)cc1. The result is 0 (non-blocker).